This data is from Reaction yield outcomes from USPTO patents with 853,638 reactions. The task is: Predict the reaction yield, written as a fraction of the theoretical maximum amount of product (1.0 means a 100% yield; for example, 0.34 means a 34% yield). (1) The reactants are [NH2:1][C:2]1[CH:7]=[CH:6][C:5]([S:8]([N:11]=[C:12]([N:16]2[N:20]=[CH:19][C:18]3([CH2:25][CH2:24][N:23]([CH2:26][C:27]4[CH:32]=[CH:31][CH:30]=[CH:29][CH:28]=4)[CH2:22][CH2:21]3)[CH2:17]2)[NH:13][CH2:14][CH3:15])(=[O:10])=[O:9])=[CH:4][CH:3]=1.[C:33](O[C:33]([O:35][C:36]([CH3:39])([CH3:38])[CH3:37])=[O:34])([O:35][C:36]([CH3:39])([CH3:38])[CH3:37])=[O:34]. The catalyst is O1CCOCC1. The product is [C:36]([O:35][C:33](=[O:34])[NH:1][C:2]1[CH:3]=[CH:4][C:5]([S:8](=[O:10])(=[O:9])[N:11]=[C:12]([N:16]2[N:20]=[CH:19][C:18]3([CH2:25][CH2:24][N:23]([CH2:26][C:27]4[CH:28]=[CH:29][CH:30]=[CH:31][CH:32]=4)[CH2:22][CH2:21]3)[CH2:17]2)[NH:13][CH2:14][CH3:15])=[CH:6][CH:7]=1)([CH3:39])([CH3:38])[CH3:37]. The yield is 0.870. (2) The reactants are [H-].[Na+].[Br:3][C:4]1[CH:5]=[C:6]2[C:11](=[CH:12][CH:13]=1)[NH:10][C:9](=[O:14])[CH2:8][CH2:7]2.Br[CH2:16][C:17]([O:19][C:20]([CH3:23])([CH3:22])[CH3:21])=[O:18]. The catalyst is CN(C)C=O. The product is [Br:3][C:4]1[CH:5]=[C:6]2[C:11](=[CH:12][CH:13]=1)[N:10]([CH2:16][C:17]([O:19][C:20]([CH3:23])([CH3:22])[CH3:21])=[O:18])[C:9](=[O:14])[CH2:8][CH2:7]2. The yield is 0.720.